Regression. Given two drug SMILES strings and cell line genomic features, predict the synergy score measuring deviation from expected non-interaction effect. From a dataset of NCI-60 drug combinations with 297,098 pairs across 59 cell lines. Drug 1: C1CCC(C(C1)N)N.C(=O)(C(=O)[O-])[O-].[Pt+4]. Drug 2: CC12CCC3C(C1CCC2OP(=O)(O)O)CCC4=C3C=CC(=C4)OC(=O)N(CCCl)CCCl.[Na+]. Cell line: NCI/ADR-RES. Synergy scores: CSS=21.1, Synergy_ZIP=1.21, Synergy_Bliss=3.11, Synergy_Loewe=-12.2, Synergy_HSA=3.16.